From a dataset of KCNQ2 potassium channel screen with 302,405 compounds. Binary Classification. Given a drug SMILES string, predict its activity (active/inactive) in a high-throughput screening assay against a specified biological target. (1) The compound is Clc1cc(C(=O)NCCOC)ccc1Cl. The result is 0 (inactive). (2) The drug is O(c1nc(nc(c1CC(O)=O)C)c1ccccc1)C. The result is 0 (inactive). (3) The compound is Clc1cc2n(c(nc2cc1Cl)C(Nc1scc(n1)c1ccc(F)cc1)C)CCOCCO. The result is 0 (inactive). (4) The drug is O=C(NCCCn1ccnc1)c1cc(OC)ccc1. The result is 0 (inactive). (5) The compound is S(=O)(=O)(N1CCCCC1)c1cc2N(CC(Sc2cc1)C)C(=O)C. The result is 0 (inactive). (6) The drug is S(=O)(=O)(Nc1ccc(OCCCC)cc1)c1ccc(n2nnnc2)cc1. The result is 0 (inactive).